From a dataset of Peptide-MHC class I binding affinity with 185,985 pairs from IEDB/IMGT. Regression. Given a peptide amino acid sequence and an MHC pseudo amino acid sequence, predict their binding affinity value. This is MHC class I binding data. (1) The peptide sequence is RVWIEDNPW. The MHC is HLA-A32:01 with pseudo-sequence HLA-A32:01. The binding affinity (normalized) is 0.605. (2) The peptide sequence is REWFMDLNL. The MHC is HLA-C04:01 with pseudo-sequence HLA-C04:01. The binding affinity (normalized) is 0.213. (3) The peptide sequence is KAGQYVTIW. The MHC is Patr-B0101 with pseudo-sequence Patr-B0101. The binding affinity (normalized) is 0.102. (4) The peptide sequence is ELHNGFTGY. The MHC is HLA-B46:01 with pseudo-sequence HLA-B46:01. The binding affinity (normalized) is 0.0847. (5) The peptide sequence is DVCGMFTNR. The MHC is HLA-A32:01 with pseudo-sequence HLA-A32:01. The binding affinity (normalized) is 0. (6) The peptide sequence is SIFPANINDK. The MHC is HLA-A11:01 with pseudo-sequence HLA-A11:01. The binding affinity (normalized) is 0.814. (7) The peptide sequence is TFALKKLII. The MHC is HLA-B08:01 with pseudo-sequence HLA-B08:01. The binding affinity (normalized) is 0. (8) The peptide sequence is AVSKNRRQL. The MHC is HLA-B51:01 with pseudo-sequence HLA-B51:01. The binding affinity (normalized) is 0.0847. (9) The peptide sequence is AVFDRKSDAK. The MHC is HLA-B40:01 with pseudo-sequence HLA-B40:01. The binding affinity (normalized) is 0.